Task: Predict which catalyst facilitates the given reaction.. Dataset: Catalyst prediction with 721,799 reactions and 888 catalyst types from USPTO (1) Reactant: [CH2:1]([O:3][C:4]([C:6]1[O:7][C:8]2[CH:15]=[CH:14][CH:13]=[C:12]([NH:16][S:17]([CH3:20])(=[O:19])=[O:18])[C:9]=2[C:10]=1[CH3:11])=[O:5])[CH3:2].[C:21]([O-])([O-])=O.[K+].[K+].IC. Product: [CH2:1]([O:3][C:4]([C:6]1[O:7][C:8]2[CH:15]=[CH:14][CH:13]=[C:12]([N:16]([S:17]([CH3:20])(=[O:18])=[O:19])[CH3:21])[C:9]=2[C:10]=1[CH3:11])=[O:5])[CH3:2]. The catalyst class is: 3. (2) Reactant: [CH3:1][C@@H:2]1[CH2:72][NH:71][C@:5]2([O:9][C@H:8]3[CH2:10][C@H:11]4[C@@H:16]5[CH2:17][CH2:18][C@H:19]6[CH2:24][C@@H:23]([O:25][C@@H:26]7[O:31][C@H:30]([CH2:32][OH:33])[C@H:29]([O:34][C@@H:35]8[O:40][C@H:39]([CH2:41][OH:42])[C@@H:38]([OH:43])[C@H:37]([O:44][C@@H]9OC[C@@H](O)[C@H](O)[C@H]9O)[C@H:36]8[O:54][C@@H]8O[C@H](CO)[C@@H](O)[C@H](O)[C@H]8O)[C@H:28]([OH:66])[C@H:27]7[OH:67])[CH2:22][CH2:21][C@:20]6([CH3:68])[C@H:15]5[CH2:14][CH2:13][C@:12]4([CH3:69])[C@H:7]3[C@@H:6]2[CH3:70])[CH2:4][CH2:3]1.N. The catalyst class is: 33. Product: [CH3:1][C@@H:2]1[CH2:72][NH:71][C@:5]2([O:9][C@H:8]3[CH2:10][C@H:11]4[C@@H:16]5[CH2:17][CH2:18][C@H:19]6[CH2:24][C@@H:23]([O:25][C@@H:26]7[O:31][C@H:30]([CH2:32][OH:33])[C@H:29]([O:34][C@@H:35]8[O:40][C@H:39]([CH2:41][OH:42])[C@@H:38]([OH:43])[C@H:37]([OH:44])[C@H:36]8[OH:54])[C@H:28]([OH:66])[C@H:27]7[OH:67])[CH2:22][CH2:21][C@:20]6([CH3:68])[C@H:15]5[CH2:14][CH2:13][C@:12]4([CH3:69])[C@H:7]3[C@@H:6]2[CH3:70])[CH2:4][CH2:3]1. (3) Reactant: [Li]CCCC.[CH3:6][N:7]1[CH:11]=[N:10][NH:9][C:8]1=[S:12].[Cl:13][C:14]1[CH:19]=[CH:18][C:17]([C:20]([C:22]2[CH:23]=[C:24]3[C:29](=[CH:30][CH:31]=2)[N:28]=[C:27]([O:32][CH3:33])[CH:26]=[C:25]3[C:34]2[CH:39]=[CH:38][CH:37]=[C:36]([Cl:40])[CH:35]=2)=[O:21])=[CH:16][CH:15]=1.O. Product: [Cl:40][C:36]1[CH:35]=[C:34]([C:25]2[C:24]3[C:29](=[CH:30][CH:31]=[C:22]([C:20]([C:17]4[CH:18]=[CH:19][C:14]([Cl:13])=[CH:15][CH:16]=4)([C:11]4[N:7]([CH3:6])[C:8]([SH:12])=[N:9][N:10]=4)[OH:21])[CH:23]=3)[N:28]=[C:27]([O:32][CH3:33])[CH:26]=2)[CH:39]=[CH:38][CH:37]=1. The catalyst class is: 1. (4) Reactant: CO[C:3]1[CH2:4][CH:5]([C:9]2[CH:16]=[CH:15][C:12]([C:13]#[N:14])=[CH:11][CH:10]=2)[CH2:6][CH2:7][N:8]=1.[NH2:17][C:18]1[CH:19]=[C:20]([CH:25]=[CH:26][C:27]=1[CH3:28])[C:21]([NH:23][NH2:24])=O. Product: [NH2:17][C:18]1[CH:19]=[C:20]([C:21]2[N:8]3[CH2:7][CH2:6][CH:5]([C:9]4[CH:16]=[CH:15][C:12]([C:13]#[N:14])=[CH:11][CH:10]=4)[CH2:4][C:3]3=[N:24][N:23]=2)[CH:25]=[CH:26][C:27]=1[CH3:28]. The catalyst class is: 262. (5) Reactant: [F:1][C:2]([F:29])([F:28])[C:3]1[CH:8]=[CH:7][C:6]([C:9]2[CH:14]=[CH:13][CH:12]=[CH:11][C:10]=2[C:15]([NH:17][C:18]2[CH:27]=[CH:26][C:21]([C:22]([O:24]C)=[O:23])=[CH:20][CH:19]=2)=[O:16])=[CH:5][CH:4]=1.[OH-].[Na+]. Product: [F:1][C:2]([F:28])([F:29])[C:3]1[CH:4]=[CH:5][C:6]([C:9]2[CH:14]=[CH:13][CH:12]=[CH:11][C:10]=2[C:15]([NH:17][C:18]2[CH:27]=[CH:26][C:21]([C:22]([OH:24])=[O:23])=[CH:20][CH:19]=2)=[O:16])=[CH:7][CH:8]=1. The catalyst class is: 111. (6) Reactant: [CH3:1][C:2]1[N:7]=[C:6]([C:8]2[N:9]=[C:10]3[CH:15]=[CH:14][CH:13]=[CH:12][N:11]3[C:16]=2[C:17]2[CH:22]=[CH:21][N:20]=[C:19]([C:23]#[N:24])[N:18]=2)[CH:5]=[CH:4][CH:3]=1.[N-:25]=[N+:26]=[N-:27].[Na+].[NH4+].[Cl-]. Product: [CH3:1][C:2]1[N:7]=[C:6]([C:8]2[N:9]=[C:10]3[CH:15]=[CH:14][CH:13]=[CH:12][N:11]3[C:16]=2[C:17]2[CH:22]=[CH:21][N:20]=[C:19]([C:23]3[NH:27][N:26]=[N:25][N:24]=3)[N:18]=2)[CH:5]=[CH:4][CH:3]=1. The catalyst class is: 3.